Regression. Given a peptide amino acid sequence and an MHC pseudo amino acid sequence, predict their binding affinity value. This is MHC class I binding data. From a dataset of Peptide-MHC class I binding affinity with 185,985 pairs from IEDB/IMGT. The peptide sequence is ITLWQRPLV. The MHC is HLA-A02:06 with pseudo-sequence HLA-A02:06. The binding affinity (normalized) is 0.297.